Task: Predict the reaction yield, written as a fraction of the theoretical maximum amount of product (1.0 means a 100% yield; for example, 0.34 means a 34% yield).. Dataset: Reaction yield outcomes from USPTO patents with 853,638 reactions (1) The reactants are [Br:1][C:2]1[CH:40]=[CH:39][CH:38]=[CH:37][C:3]=1[C:4](/[N:6]=[C:7]1/[N:8](C(=O)C2C=CC=CC=2Br)[CH:9]=[C:10]([N:13]2[C:17]3[CH:18]=[CH:19][C:20]([O:22][CH3:23])=[CH:21][C:16]=3[N:15]=[C:14]2[C:24]([F:27])([F:26])[F:25])[N:11]=[CH:12]/1)=[O:5].[Li+].[OH-].CCO.CCOC(C)=O. The catalyst is O. The product is [Br:1][C:2]1[CH:40]=[CH:39][CH:38]=[CH:37][C:3]=1[C:4]([NH:6][C:7]1[CH:12]=[N:11][C:10]([N:13]2[C:17]3[CH:18]=[CH:19][C:20]([O:22][CH3:23])=[CH:21][C:16]=3[N:15]=[C:14]2[C:24]([F:25])([F:26])[F:27])=[CH:9][N:8]=1)=[O:5]. The yield is 0.270. (2) The reactants are [CH3:1][O:2][C:3]1[CH:4]=[C:5]2[C:10](=[CH:11][CH:12]=1)[CH:9]=[C:8]([C:13]1[C:21]3[C:16](=[CH:17][CH:18]=[C:19]([C:22]#[N:23])[CH:20]=3)[NH:15][N:14]=1)[CH:7]=[CH:6]2.[OH:24]O.[OH-].[Na+].Cl. The catalyst is O.C(O)C. The product is [CH3:1][O:2][C:3]1[CH:4]=[C:5]2[C:10](=[CH:11][CH:12]=1)[CH:9]=[C:8]([C:13]1[C:21]3[C:16](=[CH:17][CH:18]=[C:19]([C:22]([NH2:23])=[O:24])[CH:20]=3)[NH:15][N:14]=1)[CH:7]=[CH:6]2. The yield is 0.200. (3) The reactants are B([CH:8]1[CH2:13][CH2:12][CH2:11][CH2:10][CH2:9]1)[CH:8]1[CH2:13][CH2:12][CH2:11][CH2:10][CH2:9]1.C#CCCCC.[Zn](CC)CC.[CH:25](=[O:29])[CH:26]([CH3:28])[CH3:27]. No catalyst specified. The product is [CH3:27][CH:26]([C@H:25]([OH:29])[CH:9]=[CH:10][CH2:11][CH2:12][CH2:13][CH3:8])[CH3:28]. The yield is 0.880. (4) The reactants are [C:1](Cl)(=[O:5])[C:2](Cl)=[O:3].ClCC(O[CH2:12][C:13]1[C:18]([Cl:19])=[CH:17][CH:16]=[CH:15][CH:14]=1)O.C(N(CC)CC)C.[N+:27]([CH2:30][CH2:31][C:32]([O:34][C:35]([CH3:38])([CH3:37])[CH3:36])=[O:33])([O-:29])=[O:28].C(Cl)[Cl:40]. The catalyst is CS(C)=O. The product is [Cl:19][C:18]1[CH:17]=[CH:16][CH:15]=[C:14]([Cl:40])[C:13]=1[CH2:12][O:3][CH2:2][CH:1]([OH:5])[CH:30]([N+:27]([O-:29])=[O:28])[CH2:31][C:32]([O:34][C:35]([CH3:38])([CH3:37])[CH3:36])=[O:33]. The yield is 0.740. (5) The reactants are [CH3:1][C@@H:2]1[CH2:7][N:6](C(OC(C)(C)C)=O)[C@H:5]([CH2:15][NH:16][C:17]2[N:22]=[CH:21][C:20]([C:23]([F:26])([F:25])[F:24])=[CH:19][N:18]=2)[CH2:4][CH2:3]1.C(O)(C(F)(F)F)=O. The catalyst is C(Cl)Cl. The product is [CH3:1][C@@H:2]1[CH2:7][NH:6][C@H:5]([CH2:15][NH:16][C:17]2[N:18]=[CH:19][C:20]([C:23]([F:25])([F:24])[F:26])=[CH:21][N:22]=2)[CH2:4][CH2:3]1. The yield is 0.910.